From a dataset of Forward reaction prediction with 1.9M reactions from USPTO patents (1976-2016). Predict the product of the given reaction. (1) Given the reactants Br[C:2]1[CH:11]=[CH:10][C:9]2[N:8]=[CH:7][C:6]3[N:12]([CH3:24])[C:13](=[O:23])[N:14]([C:15]4[C:16]([CH3:22])=[N:17][N:18]([CH3:21])[C:19]=4[CH3:20])[C:5]=3[C:4]=2[CH:3]=1.[CH2:25]([NH:27][C:28]1[C:29]([F:43])=[N:30][CH:31]=[C:32](B2OC(C)(C)C(C)(C)O2)[CH:33]=1)[CH3:26], predict the reaction product. The product is: [CH2:25]([NH:27][C:28]1[CH:33]=[C:32]([C:2]2[CH:11]=[CH:10][C:9]3[N:8]=[CH:7][C:6]4[N:12]([CH3:24])[C:13](=[O:23])[N:14]([C:15]5[C:16]([CH3:22])=[N:17][N:18]([CH3:21])[C:19]=5[CH3:20])[C:5]=4[C:4]=3[CH:3]=2)[CH:31]=[N:30][C:29]=1[F:43])[CH3:26]. (2) The product is: [Cl:2][C:11]1[C:10]2[C:15](=[CH:16][C:17]([N:18]3[CH2:23][CH2:22][N:21]([CH3:24])[CH2:20][CH2:19]3)=[C:8]([F:7])[CH:9]=2)[N:14]=[C:13]([CH:25]=[CH:26][C:27]2[O:28][C:29]([N+:32]([O-:34])=[O:33])=[CH:30][CH:31]=2)[N:12]=1. Given the reactants P(Cl)(Cl)(Cl)(Cl)[Cl:2].[F:7][C:8]1[CH:9]=[C:10]2[C:15](=[CH:16][C:17]=1[N:18]1[CH2:23][CH2:22][N:21]([CH3:24])[CH2:20][CH2:19]1)[N:14]=[C:13]([CH:25]=[CH:26][C:27]1[O:28][C:29]([N+:32]([O-:34])=[O:33])=[CH:30][CH:31]=1)[NH:12][C:11]2=O.C(OCC)C, predict the reaction product. (3) Given the reactants [Cl:1][C:2]1[CH:7]=[CH:6][C:5]([C:8]2([C:11](O)=[O:12])[CH2:10][CH2:9]2)=[CH:4][CH:3]=1.Cl.CNOC.F[P-](F)(F)(F)(F)F.N1(O[P+](N2CCCC2)(N2CCCC2)N2CCCC2)C2C=CC=CC=2N=N1.C(N(CC)CC)C, predict the reaction product. The product is: [Cl:1][C:2]1[CH:3]=[CH:4][C:5]([C:8]2([CH:11]=[O:12])[CH2:9][CH2:10]2)=[CH:6][CH:7]=1. (4) Given the reactants [CH:1]1[N:9]([C@@H:10]2[O:14][C@H:13]([CH2:15][OH:16])[C@@H:12]([OH:17])[C@H:11]2[OH:18])[C:8]2[C:3](=[C:4]([NH2:19])[N:5]=[CH:6][N:7]=2)[C:2]=1[C:20]#[N:21].[NH:22]([C:29]([O:31][C:32]([CH3:35])([CH3:34])[CH3:33])=[O:30])[C:23]([C:26]([OH:28])=[O:27])([CH3:25])[CH3:24].CCN=C=NCCCN(C)C.Cl, predict the reaction product. The product is: [NH:22]([C:29]([O:31][C:32]([CH3:35])([CH3:34])[CH3:33])=[O:30])[C:23]([C:26]([OH:28])=[O:27])([CH3:25])[CH3:24].[CH:1]1[N:9]([C@@H:10]2[O:14][C@H:13]([CH2:15][OH:16])[C@@H:12]([OH:17])[C@H:11]2[OH:18])[C:8]2[C:3](=[C:4]([NH2:19])[N:5]=[CH:6][N:7]=2)[C:2]=1[C:20]#[N:21]. (5) Given the reactants N1CCOCC1.[CH:7](=[O:14])[CH2:8][CH2:9][CH2:10][CH2:11][CH2:12][CH3:13].[C:15]([O:19][CH3:20])(=[O:18])[CH:16]=[CH2:17].O.O.O.C([O-])(=O)C.[Na+], predict the reaction product. The product is: [CH:7]([CH:8]([CH2:9][CH2:10][CH2:11][CH2:12][CH3:13])[CH2:17][CH2:16][C:15]([O:19][CH3:20])=[O:18])=[O:14].